Dataset: Forward reaction prediction with 1.9M reactions from USPTO patents (1976-2016). Task: Predict the product of the given reaction. (1) Given the reactants [NH:1]1[CH:8]=[CH:7][C:5](=[O:6])[NH:4][C:2]1=[S:3].[OH-].[Na+].O.[CH3:12]I, predict the reaction product. The product is: [CH3:12][S:3][C:2]1[NH:4][C:5](=[O:6])[CH:7]=[CH:8][N:1]=1. (2) The product is: [NH2:7][C:6]1[CH:5]=[C:4]([F:3])[C:10]([O:11][C@H:12]2[CH2:16][CH2:15][O:14][CH2:13]2)=[C:9]([CH:8]=1)[CH2:17][N:18]([CH3:19])[C:37](=[O:39])[O:36][CH2:29][C:30]1[CH:31]=[CH:32][CH:33]=[CH:34][CH:35]=1. Given the reactants Cl.Cl.[F:3][C:4]1[CH:5]=[C:6]([CH:8]=[C:9]([CH2:17][NH:18][CH3:19])[C:10]=1[O:11][C@H:12]1[CH2:16][CH2:15][O:14][CH2:13]1)[NH2:7].C(N(CC)C(C)C)(C)C.[CH2:29]([O:36][C:37]([O:39]N1C(=O)CCC1=O)=O)[C:30]1[CH:35]=[CH:34][CH:33]=[CH:32][CH:31]=1, predict the reaction product. (3) Given the reactants [NH2:1][C:2]([CH3:39])([CH3:38])[C:3]([N:5]1[CH2:10][CH2:9][C:8]([C:31]2[CH:36]=[CH:35][CH:34]=[C:33]([F:37])[CH:32]=2)([CH2:11][CH2:12][N:13]2[CH:18]3[CH2:19][CH2:20][CH:14]2[CH2:15][CH:16]([N:21]2[C:25]4[CH:26]=[CH:27][CH:28]=[CH:29][C:24]=4[N:23]=[C:22]2[CH3:30])[CH2:17]3)[CH2:7][CH2:6]1)=[O:4].[Cl:40][CH:41]([Cl:45])[C:42](Cl)=[O:43].CCN(C(C)C)C(C)C, predict the reaction product. The product is: [Cl:40][CH:41]([Cl:45])[C:42]([NH:1][C:2]([CH3:39])([CH3:38])[C:3]([N:5]1[CH2:10][CH2:9][C:8]([C:31]2[CH:36]=[CH:35][CH:34]=[C:33]([F:37])[CH:32]=2)([CH2:11][CH2:12][N:13]2[CH:18]3[CH2:19][CH2:20][CH:14]2[CH2:15][CH:16]([N:21]2[C:25]4[CH:26]=[CH:27][CH:28]=[CH:29][C:24]=4[N:23]=[C:22]2[CH3:30])[CH2:17]3)[CH2:7][CH2:6]1)=[O:4])=[O:43]. (4) Given the reactants [CH:1]1([C:4]2[C:5]([O:14][C@@H:15]3[CH2:20][CH2:19][CH2:18][N:17]([CH2:21][C:22]4[CH:27]=[CH:26][C:25](Cl)=[C:24]([Cl:29])[CH:23]=4)[CH2:16]3)=[CH:6][C:7]([F:13])=[C:8]([CH:12]=2)[C:9](O)=[O:10])[CH2:3][CH2:2]1.CS(N)(=O)=O.[CH:35]1([S:38]([NH2:41])(=[O:40])=[O:39])[CH2:37][CH2:36]1, predict the reaction product. The product is: [Cl:29][C:24]1[CH:23]=[C:22]([CH:27]=[CH:26][CH:25]=1)[CH2:21][N:17]1[CH2:18][CH2:19][CH2:20][C@@H:15]([O:14][C:5]2[C:4]([CH:1]3[CH2:2][CH2:3]3)=[CH:12][C:8]([C:9]([NH:41][S:38]([CH:35]3[CH2:37][CH2:36]3)(=[O:40])=[O:39])=[O:10])=[C:7]([F:13])[CH:6]=2)[CH2:16]1. (5) Given the reactants [SH:1][C:2]1[NH:6][N:5]=[N:4][CH:3]=1.I[CH2:8][CH2:9][CH2:10][CH2:11][CH2:12][CH2:13][CH2:14][CH2:15]I, predict the reaction product. The product is: [N:4]1[CH:3]=[C:2]([S:1][CH2:8][CH2:9][CH2:10][CH2:11][CH2:12][CH2:13][CH2:14][CH2:15][S:1][C:2]2[NH:6][N:5]=[N:4][CH:3]=2)[NH:6][N:5]=1. (6) Given the reactants P(C)(C)C.[N:5]([CH2:8][CH:9]1[NH:14][C:13](=[O:15])[C:12]2[CH:16]=[C:17]([C:19]3[CH:24]=[CH:23][N:22]=[CH:21][CH:20]=3)[NH:18][C:11]=2[CH2:10]1)=[N+]=[N-].[OH-].[Na+].[CH3:27][C:28]([O:31][C:32](O[C:32]([O:31][C:28]([CH3:30])([CH3:29])[CH3:27])=[O:33])=[O:33])([CH3:30])[CH3:29], predict the reaction product. The product is: [C:28]([O:31][C:32](=[O:33])[NH:5][CH2:8][CH:9]1[NH:14][C:13](=[O:15])[C:12]2[CH:16]=[C:17]([C:19]3[CH:24]=[CH:23][N:22]=[CH:21][CH:20]=3)[NH:18][C:11]=2[CH2:10]1)([CH3:30])([CH3:29])[CH3:27].